This data is from Reaction yield outcomes from USPTO patents with 853,638 reactions. The task is: Predict the reaction yield, written as a fraction of the theoretical maximum amount of product (1.0 means a 100% yield; for example, 0.34 means a 34% yield). The reactants are [C:1]1([N:7]([C:24]2[CH:29]=[CH:28][CH:27]=[CH:26][CH:25]=2)C2C=CC3C(=O)C4C(=CC=CC=4)C(=O)C=3C=2)[CH:6]=[CH:5][CH:4]=[CH:3][CH:2]=1.[C:30]1([Li])[CH:35]=[CH:34][CH:33]=[CH:32][CH:31]=1.[I-].[Na+].O.[PH2]([O-])=O.[Na+].O1[CH2:48][CH2:47][CH2:46][CH2:45]1. The catalyst is C(O)(=O)C.O. The product is [C:24]1([N:7]([C:1]2[CH:2]=[CH:3][CH:4]=[CH:5][CH:6]=2)[C:32]2[CH:33]=[CH:34][C:35]3[C:30](=[C:45]([C:1]4[CH:6]=[CH:5][CH:4]=[CH:3][CH:2]=4)[C:46]4[C:25]([C:26]=3[C:30]3[CH:35]=[CH:34][CH:33]=[CH:32][CH:31]=3)=[CH:24][CH:29]=[CH:48][CH:47]=4)[CH:31]=2)[CH:25]=[CH:26][CH:27]=[CH:28][CH:29]=1. The yield is 0.600.